From a dataset of Forward reaction prediction with 1.9M reactions from USPTO patents (1976-2016). Predict the product of the given reaction. (1) Given the reactants N#N.[CH3:3][C:4]1([C:9]2[N:14]=[C:13]([CH2:15]OS(C)(=O)=O)[CH:12]=[CH:11][CH:10]=2)[O:8][CH2:7][CH2:6][O:5]1.[N+:21]([C:24]1[CH:28]=[N:27][NH:26][N:25]=1)([O-:23])=[O:22].CCN(C(C)C)C(C)C, predict the reaction product. The product is: [CH3:3][C:4]1([C:9]2[CH:10]=[CH:11][CH:12]=[C:13]([CH2:15][N:26]3[N:25]=[C:24]([N+:21]([O-:23])=[O:22])[CH:28]=[N:27]3)[N:14]=2)[O:5][CH2:6][CH2:7][O:8]1. (2) Given the reactants [Br:1][C:2]1[S:12][C:5]2[N:6]=[C:7]([CH3:11])[CH:8]=[C:9]([NH2:10])[C:4]=2[C:3]=1[C:13]1[CH:18]=[CH:17][CH:16]=[C:15]([O:19][CH3:20])[CH:14]=1.CC(C)([O-])C.[Na+].[Cl:27][C:28]1[CH:29]=[C:30]([S:34](Cl)(=[O:36])=[O:35])[CH:31]=[CH:32][CH:33]=1.[Cl-].[NH4+], predict the reaction product. The product is: [Br:1][C:2]1[S:12][C:5]2=[N:6][C:7]([CH3:11])=[CH:8][C:9]([NH:10][S:34]([C:30]3[CH:31]=[CH:32][CH:33]=[C:28]([Cl:27])[CH:29]=3)(=[O:36])=[O:35])=[C:4]2[C:3]=1[C:13]1[CH:18]=[CH:17][CH:16]=[C:15]([O:19][CH3:20])[CH:14]=1. (3) Given the reactants CO[C:3]1[N:8]=[C:7]([N:9]2[C:13]3=[N:14][CH:15]=[N:16][C:17]([NH:18][N:19]=[CH:20][C:21]4[CH:26]=CN=[CH:23][CH:22]=4)=[C:12]3[CH:11]=[N:10]2)[CH:6]=[CH:5][CH:4]=1.[NH:27]([C:29]1N=CN=C2N(C3C=CC=CN=3)N=CC=12)N.C(=O)C1C=CC=NC=1, predict the reaction product. The product is: [N:8]1[CH:3]=[CH:4][CH:5]=[CH:6][C:7]=1[N:9]1[C:13]2=[N:14][CH:15]=[N:16][C:17]([NH:18][N:19]=[CH:20][C:21]3[CH:22]=[CH:23][CH:29]=[N:27][CH:26]=3)=[C:12]2[CH:11]=[N:10]1. (4) Given the reactants C([O:3][CH2:4][CH2:5][CH2:6][N:7]1[C:12](=[O:13])[C:11]2[C:14]([CH2:19][C:20]3[CH:25]=[CH:24][C:23]([Cl:26])=[CH:22][CH:21]=3)=[C:15](Br)[CH:16]=[N:17][C:10]=2[N:9]([CH3:27])[C:8]1=[O:28])=O.[F:29][C:30]([F:43])([F:42])[O:31][C:32]1[CH:33]=[C:34]([CH:39]=[CH:40][CH:41]=1)[CH2:35]B(O)O.[O-]P([O-])([O-])=O.[K+].[K+].[K+], predict the reaction product. The product is: [F:29][C:30]([F:42])([F:43])[O:31][C:32]1[CH:33]=[C:34]([CH:39]=[CH:40][CH:41]=1)[CH2:35][C:15]1[CH:16]=[N:17][C:10]2[N:9]([CH3:27])[C:8](=[O:28])[N:7]([CH2:6][CH2:5][CH2:4][OH:3])[C:12](=[O:13])[C:11]=2[C:14]=1[CH2:19][C:20]1[CH:21]=[CH:22][C:23]([Cl:26])=[CH:24][CH:25]=1. (5) Given the reactants [Br:1][C:2]1[CH:11]=[C:10]2[C:5]([C:6]([NH:15][CH2:16][CH:17]([CH3:19])[CH3:18])=[C:7]([N+:12]([O-])=O)[CH:8]=[N:9]2)=[CH:4][CH:3]=1, predict the reaction product. The product is: [Br:1][C:2]1[CH:11]=[C:10]2[C:5]([C:6]([NH:15][CH2:16][CH:17]([CH3:19])[CH3:18])=[C:7]([NH2:12])[CH:8]=[N:9]2)=[CH:4][CH:3]=1. (6) Given the reactants [OH:1][C:2]1[CH:7]=[CH:6][CH:5]=[CH:4][C:3]=1[C:8](=[O:10])[CH3:9].O=[C:12]1[CH2:17][CH2:16][N:15]([C:18]([O:20][CH2:21][C:22]2[CH:27]=[CH:26][CH:25]=[CH:24][CH:23]=2)=[O:19])[CH2:14][CH2:13]1.N1CCCC1.CO, predict the reaction product. The product is: [O:10]=[C:8]1[C:3]2[C:2](=[CH:7][CH:6]=[CH:5][CH:4]=2)[O:1][C:12]2([CH2:17][CH2:16][N:15]([C:18]([O:20][CH2:21][C:22]3[CH:23]=[CH:24][CH:25]=[CH:26][CH:27]=3)=[O:19])[CH2:14][CH2:13]2)[CH2:9]1. (7) Given the reactants [Br:1][CH2:2][C:3]([C:5]1[CH:9]=[CH:8][S:7][CH:6]=1)=[O:4].[N:10]12[CH2:17][CH2:16][CH:13]([CH2:14][CH2:15]1)[C@@H:12]([NH:18][C:19](=[O:36])[O:20][CH:21]([C:29]1[CH:34]=[CH:33][CH:32]=[C:31]([F:35])[CH:30]=1)[C:22]1[CH:27]=[CH:26][CH:25]=[C:24]([F:28])[CH:23]=1)[CH2:11]2.CCOCC, predict the reaction product. The product is: [Br-:1].[F:35][C:31]1[CH:30]=[C:29]([CH:21]([C:22]2[CH:27]=[CH:26][CH:25]=[C:24]([F:28])[CH:23]=2)[O:20][C:19]([NH:18][C@@H:12]2[CH:13]3[CH2:14][CH2:15][N+:10]([CH2:2][C:3](=[O:4])[C:5]4[CH:9]=[CH:8][S:7][CH:6]=4)([CH2:17][CH2:16]3)[CH2:11]2)=[O:36])[CH:34]=[CH:33][CH:32]=1. (8) Given the reactants [CH3:1][O:2][C:3]1[CH:8]=[CH:7][C:6]([CH2:9][CH2:10][CH2:11][C:12]([OH:14])=O)=[CH:5][CH:4]=1.C[N:16]1CCOCC1.C(=O)=O.ClC(OCC(C)C)=O.N.CO.[Cl-].[Na+], predict the reaction product. The product is: [CH3:1][O:2][C:3]1[CH:8]=[CH:7][C:6]([CH2:9][CH2:10][CH2:11][C:12]([NH2:16])=[O:14])=[CH:5][CH:4]=1.